From a dataset of Forward reaction prediction with 1.9M reactions from USPTO patents (1976-2016). Predict the product of the given reaction. Given the reactants [Cl:1][C:2]1[CH:3]=[N:4][C:5]([NH:11][CH2:12][CH2:13][C:14]([F:17])([F:16])[F:15])=[C:6]([CH:10]=1)[C:7]([OH:9])=O.[CH3:18][C:19]([NH2:23])([C:21]#[CH:22])[CH3:20].CCN=C=NCCCN(C)C.CCN(C(C)C)C(C)C.C1C=CC2N(O)N=NC=2C=1, predict the reaction product. The product is: [Cl:1][C:2]1[CH:3]=[N:4][C:5]([NH:11][CH2:12][CH2:13][C:14]([F:17])([F:16])[F:15])=[C:6]([CH:10]=1)[C:7]([NH:23][C:19]([CH3:20])([C:21]#[CH:22])[CH3:18])=[O:9].